From a dataset of NCI-60 drug combinations with 297,098 pairs across 59 cell lines. Regression. Given two drug SMILES strings and cell line genomic features, predict the synergy score measuring deviation from expected non-interaction effect. (1) Drug 2: CC1=C(C(=CC=C1)Cl)NC(=O)C2=CN=C(S2)NC3=CC(=NC(=N3)C)N4CCN(CC4)CCO. Drug 1: C1=CC(=CC=C1C#N)C(C2=CC=C(C=C2)C#N)N3C=NC=N3. Synergy scores: CSS=-1.47, Synergy_ZIP=1.49, Synergy_Bliss=3.08, Synergy_Loewe=-7.61, Synergy_HSA=-3.95. Cell line: TK-10. (2) Drug 1: CN(C)N=NC1=C(NC=N1)C(=O)N. Drug 2: CCCCC(=O)OCC(=O)C1(CC(C2=C(C1)C(=C3C(=C2O)C(=O)C4=C(C3=O)C=CC=C4OC)O)OC5CC(C(C(O5)C)O)NC(=O)C(F)(F)F)O. Cell line: MCF7. Synergy scores: CSS=1.13, Synergy_ZIP=-0.562, Synergy_Bliss=-0.711, Synergy_Loewe=0.545, Synergy_HSA=-0.983. (3) Drug 1: COC1=C2C(=CC3=C1OC=C3)C=CC(=O)O2. Drug 2: C1CNP(=O)(OC1)N(CCCl)CCCl. Cell line: SNB-75. Synergy scores: CSS=-0.994, Synergy_ZIP=-0.0324, Synergy_Bliss=-1.61, Synergy_Loewe=-5.52, Synergy_HSA=-4.90.